From a dataset of Catalyst prediction with 721,799 reactions and 888 catalyst types from USPTO. Predict which catalyst facilitates the given reaction. Reactant: C[O:2][C:3]1[CH:12]=[CH:11][C:10]2[NH:9][C:8](=[O:13])[C:7]3[S:14][CH:15]=[CH:16][C:6]=3[C:5]=2[C:4]=1[C:17]1[CH:22]=[CH:21][C:20]([CH:23]([NH:25][C:26](=[O:32])[O:27][C:28]([CH3:31])([CH3:30])[CH3:29])[CH3:24])=[CH:19][CH:18]=1.B(Br)(Br)Br.C(OC(OC(C)(C)C)=O)(OC(C)(C)C)=O.C(N(CC)CC)C. Product: [OH:2][C:3]1[CH:12]=[CH:11][C:10]2[NH:9][C:8](=[O:13])[C:7]3[S:14][CH:15]=[CH:16][C:6]=3[C:5]=2[C:4]=1[C:17]1[CH:22]=[CH:21][C:20]([CH:23]([NH:25][C:26](=[O:32])[O:27][C:28]([CH3:31])([CH3:30])[CH3:29])[CH3:24])=[CH:19][CH:18]=1. The catalyst class is: 46.